Dataset: Reaction yield outcomes from USPTO patents with 853,638 reactions. Task: Predict the reaction yield, written as a fraction of the theoretical maximum amount of product (1.0 means a 100% yield; for example, 0.34 means a 34% yield). (1) The reactants are [Cl-].O[NH3+:3].[C:4](=[O:7])([O-])[OH:5].[Na+].CS(C)=O.[CH2:13]([C:17]1[N:21]([CH2:22][C:23]2[CH:28]=[CH:27][C:26]([C:29]3[C:30]([C:35]#[N:36])=[CH:31][CH:32]=[CH:33][CH:34]=3)=[CH:25][CH:24]=2)[C:20](=[O:37])[N:19]([C:38]2[CH:43]=[CH:42][CH:41]=[CH:40][CH:39]=2)[N:18]=1)[CH2:14][CH2:15][CH3:16]. The catalyst is C(OCC)(=O)C. The product is [CH2:13]([C:17]1[N:21]([CH2:22][C:23]2[CH:28]=[CH:27][C:26]([C:29]3[CH:34]=[CH:33][CH:32]=[CH:31][C:30]=3[C:35]3[NH:3][C:4](=[O:7])[O:5][N:36]=3)=[CH:25][CH:24]=2)[C:20](=[O:37])[N:19]([C:38]2[CH:43]=[CH:42][CH:41]=[CH:40][CH:39]=2)[N:18]=1)[CH2:14][CH2:15][CH3:16]. The yield is 0.340. (2) The reactants are C1C=CC([As](C2C=CC=CC=2)C2C=CC=CC=2)=CC=1.Br[C:21]1[C:25]2[N:26]=[C:27]([N:35]([CH3:37])[CH3:36])[N:28]=[C:29]([C:30]3[O:31][CH:32]=[CH:33][CH:34]=3)[C:24]=2[S:23][CH:22]=1.C([Sn](CCCC)(CCCC)[C:43]1[O:44][CH:45]=[CH:46][CH:47]=1)CCC.O. The product is [O:31]1[CH:32]=[CH:33][CH:34]=[C:30]1[C:29]1[C:24]2[S:23][CH:22]=[C:21]([C:43]3[O:44][CH:45]=[CH:46][CH:47]=3)[C:25]=2[N:26]=[C:27]([N:35]([CH3:37])[CH3:36])[N:28]=1. The catalyst is CN(C=O)C. The yield is 0.150. (3) The reactants are [C:1]1([S:7][CH2:8][C:9]([OH:11])=O)[CH:6]=[CH:5][CH:4]=[CH:3][CH:2]=1.[CH3:12][O:13][C:14]1[CH:15]=[C:16]([C:22]2([CH2:27][NH2:28])[CH2:26][CH2:25][CH2:24][CH2:23]2)[CH:17]=[CH:18][C:19]=1[O:20][CH3:21].C(N(CC)CC)C.F[P-](F)(F)(F)(F)F.N1(OC(N(C)C)=[N+](C)C)C2N=CC=CC=2N=N1. The catalyst is C(#N)C. The product is [CH3:12][O:13][C:14]1[CH:15]=[C:16]([C:22]2([CH2:27][NH:28][C:9](=[O:11])[CH2:8][S:7][C:1]3[CH:2]=[CH:3][CH:4]=[CH:5][CH:6]=3)[CH2:23][CH2:24][CH2:25][CH2:26]2)[CH:17]=[CH:18][C:19]=1[O:20][CH3:21]. The yield is 0.146. (4) The reactants are [CH3:1][C:2]1[NH:7][C:6](=[O:8])[NH:5][CH:4]([C:9]2[CH:14]=[CH:13][CH:12]=[C:11]([N+:15]([O-:17])=[O:16])[CH:10]=2)[C:3]=1[C:18]#[N:19].[Li+].CC([N-]C(C)C)C.Cl[C:29]([O:31][C:32]1[CH:37]=[CH:36][C:35]([N+:38]([O-:40])=[O:39])=[CH:34][CH:33]=1)=[O:30]. The catalyst is C1COCC1. The product is [N+:38]([C:35]1[CH:34]=[CH:33][C:32]([O:31][C:29]([N:5]2[CH:4]([C:9]3[CH:14]=[CH:13][CH:12]=[C:11]([N+:15]([O-:17])=[O:16])[CH:10]=3)[C:3]([C:18]#[N:19])=[C:2]([CH3:1])[NH:7][C:6]2=[O:8])=[O:30])=[CH:37][CH:36]=1)([O-:40])=[O:39]. The yield is 0.530. (5) The reactants are [CH3:1][C:2]1([CH3:9])[O:6][C@@H:5]([CH2:7][OH:8])[CH2:4][CH2:3]1.[N:10]1[C:17](Cl)=[N:16][C:14](Cl)=[N:13][C:11]=1[Cl:12].[Li+].C[Si]([N-][Si](C)(C)C)(C)C.Cl.Cl.[NH:31]1[CH2:36][CH2:35][CH:34]([C:37]2[C:45]3[C:40](=[N:41][CH:42]=[CH:43][CH:44]=3)[NH:39][N:38]=2)[CH2:33][CH2:32]1.CCN(C(C)C)C(C)C. The catalyst is CC1OCCC1.CO. The product is [Cl:12][C:11]1[N:10]=[C:17]([O:8][CH2:7][C@H:5]2[CH2:4][CH2:3][C:2]([CH3:9])([CH3:1])[O:6]2)[N:16]=[C:14]([N:31]2[CH2:32][CH2:33][CH:34]([C:37]3[C:45]4[C:40](=[N:41][CH:42]=[CH:43][CH:44]=4)[NH:39][N:38]=3)[CH2:35][CH2:36]2)[N:13]=1. The yield is 0.350. (6) The yield is 0.910. The reactants are [CH2:1]([O:8][CH2:9][CH:10]([OH:12])[CH3:11])[C:2]1[CH:7]=[CH:6][CH:5]=[CH:4][CH:3]=1.[CH3:13][S:14](Cl)(=[O:16])=[O:15]. The product is [CH3:13][S:14]([O:12][CH:10]([CH3:11])[CH2:9][O:8][CH2:1][C:2]1[CH:7]=[CH:6][CH:5]=[CH:4][CH:3]=1)(=[O:16])=[O:15]. The catalyst is N1C=CC=CC=1. (7) The reactants are [CH3:1][O:2][C:3]1[C:10]([CH3:11])=[CH:9][C:6]([CH2:7][OH:8])=[CH:5][C:4]=1[CH3:12].C(Cl)(=O)C(Cl)=O.CS(C)=O.C(N(CC)CC)C. The catalyst is C(Cl)Cl. The product is [CH3:1][O:2][C:3]1[C:4]([CH3:12])=[CH:5][C:6]([CH:7]=[O:8])=[CH:9][C:10]=1[CH3:11]. The yield is 0.920. (8) The reactants are [Br:1][C:2]1[CH:10]=[CH:9][C:5]([C:6](O)=[O:7])=[C:4]([Cl:11])[CH:3]=1.B.O1CCCC1.O.C([O-])(O)=O.[Na+]. The catalyst is O1CCCC1. The product is [Br:1][C:2]1[CH:10]=[CH:9][C:5]([CH2:6][OH:7])=[C:4]([Cl:11])[CH:3]=1. The yield is 1.08. (9) The reactants are [F:1][C:2]1[CH:7]=[C:6](I)[CH:5]=[CH:4][C:3]=1[N:9]1[CH:14]=[C:13]([O:15][CH3:16])[C:12](=[O:17])[C:11]([C:18]2[N:22]([C:23]3[CH:28]=[CH:27][CH:26]=[CH:25][CH:24]=3)[N:21]=[CH:20][CH:19]=2)=[N:10]1.[NH:29]1[CH2:33][CH:32]=[CH:31][CH2:30]1.CC1(C)C2C(=C(P(C3C=CC=CC=3)C3C=CC=CC=3)C=CC=2)OC2C(P(C3C=CC=CC=3)C3C=CC=CC=3)=CC=CC1=2.CC([O-])(C)C.[Na+]. The catalyst is O1CCOCC1.C1C=CC(/C=C/C(/C=C/C2C=CC=CC=2)=O)=CC=1.C1C=CC(/C=C/C(/C=C/C2C=CC=CC=2)=O)=CC=1.C1C=CC(/C=C/C(/C=C/C2C=CC=CC=2)=O)=CC=1.[Pd].[Pd].O. The product is [N:29]1([C:6]2[CH:5]=[CH:4][C:3]([N:9]3[CH:14]=[C:13]([O:15][CH3:16])[C:12](=[O:17])[C:11]([C:18]4[N:22]([C:23]5[CH:28]=[CH:27][CH:26]=[CH:25][CH:24]=5)[N:21]=[CH:20][CH:19]=4)=[N:10]3)=[C:2]([F:1])[CH:7]=2)[CH2:33][CH:32]=[CH:31][CH2:30]1. The yield is 0.510.